This data is from Full USPTO retrosynthesis dataset with 1.9M reactions from patents (1976-2016). The task is: Predict the reactants needed to synthesize the given product. Given the product [OH:1][C:2]([C:38]1[S:39][CH:40]=[CH:41][CH:42]=1)([C:43]1[S:44][CH:45]=[CH:46][CH:47]=1)[C:3]([O:5][C@H:6]1[CH2:7][CH2:8][C@H:9]([N:12]([CH2:14][CH2:15][CH2:16][C:17]([NH:19][C:20]2[CH:25]=[C:24]([O:26][CH3:27])[C:23]([CH2:28][OH:29])=[CH:22][C:21]=2[Cl:37])=[O:18])[CH3:13])[CH2:10][CH2:11]1)=[O:4], predict the reactants needed to synthesize it. The reactants are: [OH:1][C:2]([C:43]1[S:44][CH:45]=[CH:46][CH:47]=1)([C:38]1[S:39][CH:40]=[CH:41][CH:42]=1)[C:3]([O:5][C@H:6]1[CH2:11][CH2:10][C@H:9]([N:12]([CH2:14][CH2:15][CH2:16][C:17]([NH:19][C:20]2[CH:25]=[C:24]([O:26][CH3:27])[C:23]([CH2:28][O:29][Si](C(C)(C)C)(C)C)=[CH:22][C:21]=2[Cl:37])=[O:18])[CH3:13])[CH2:8][CH2:7]1)=[O:4].F.F.F.C(N(CC)CC)C.